From a dataset of Forward reaction prediction with 1.9M reactions from USPTO patents (1976-2016). Predict the product of the given reaction. (1) Given the reactants [C:1]([O:5][C:6](=[O:52])[NH:7][CH:8]1[C:26](=[O:27])[N:25]2[CH:21]([CH2:22][CH:23]([O:28][C:29]3[C:38]4[C:33](=[CH:34][CH:35]=[CH:36][CH:37]=4)[CH:32]=[CH:31][N:30]=3)[CH2:24]2)[C:20](=[O:39])[NH:19][C:18]2([C:40]([NH:42][S:43]([C:46]3([CH2:49][CH2:50][CH3:51])[CH2:48][CH2:47]3)(=[O:45])=[O:44])=[O:41])[CH:16]([CH2:17]2)[CH:15]=[CH:14][CH2:13][CH2:12][CH2:11][CH2:10][CH2:9]1)([CH3:4])([CH3:3])[CH3:2].N(C([O-])=O)=NC([O-])=O.[K+].[K+].C(O)(=O)C, predict the reaction product. The product is: [C:1]([O:5][C:6](=[O:52])[NH:7][CH:8]1[C:26](=[O:27])[N:25]2[CH:21]([CH2:22][CH:23]([O:28][C:29]3[C:38]4[C:33](=[CH:34][CH:35]=[CH:36][CH:37]=4)[CH:32]=[CH:31][N:30]=3)[CH2:24]2)[C:20](=[O:39])[NH:19][C:18]2([C:40]([NH:42][S:43]([C:46]3([CH2:49][CH2:50][CH3:51])[CH2:47][CH2:48]3)(=[O:44])=[O:45])=[O:41])[CH:16]([CH2:17]2)[CH2:15][CH2:14][CH2:13][CH2:12][CH2:11][CH2:10][CH2:9]1)([CH3:4])([CH3:3])[CH3:2]. (2) The product is: [Cl-:3].[CH3:5][C:6]1[CH:11]=[C:10]([CH2:12][P+:34]([C:35]2[CH:36]=[CH:37][CH:38]=[CH:39][CH:40]=2)([C:41]2[CH:46]=[CH:45][CH:44]=[CH:43][CH:42]=2)[C:28]2[CH:29]=[CH:30][CH:31]=[CH:32][CH:33]=2)[CH:9]=[CH:8][N:7]=1. Given the reactants S(Cl)([Cl:3])=O.[CH3:5][C:6]1[CH:11]=[C:10]([CH2:12]O)[CH:9]=[CH:8][N:7]=1.C([O-])([O-])=O.[Na+].[Na+].[O-]S([O-])(=O)=O.[Mg+2].[I-].[Na+].[C:28]1([P:34]([C:41]2[CH:46]=[CH:45][CH:44]=[CH:43][CH:42]=2)[C:35]2[CH:40]=[CH:39][CH:38]=[CH:37][CH:36]=2)[CH:33]=[CH:32][CH:31]=[CH:30][CH:29]=1, predict the reaction product. (3) Given the reactants [CH3:1][C:2]1[O:6][C:5]([C:7]2[CH:12]=[CH:11][CH:10]=[CH:9][CH:8]=2)=[N:4][C:3]=1[CH2:13][C:14]#[N:15].C([O-])(=O)C.[Na+].[H][H], predict the reaction product. The product is: [CH3:1][C:2]1[O:6][C:5]([C:7]2[CH:12]=[CH:11][CH:10]=[CH:9][CH:8]=2)=[N:4][C:3]=1[CH2:13][CH2:14][NH2:15]. (4) The product is: [CH2:1]([NH:8][CH2:13][C@:12]1([OH:14])[CH2:15][CH2:16][CH2:17][C@H:10]([CH3:9])[CH2:11]1)[C:2]1[CH:7]=[CH:6][CH:5]=[CH:4][CH:3]=1. Given the reactants [CH2:1]([NH2:8])[C:2]1[CH:7]=[CH:6][CH:5]=[CH:4][CH:3]=1.[CH3:9][C@H:10]1[CH2:17][CH2:16][CH2:15][C@:12]2([O:14][CH2:13]2)[CH2:11]1, predict the reaction product. (5) Given the reactants [NH2:1][C:2]1[N:6]([C:7]2[CH:8]=[C:9]([CH:16]=[CH:17][C:18]=2[CH3:19])[C:10]([NH:12][CH:13]2[CH2:15][CH2:14]2)=[O:11])[N:5]=[C:4](OCC)[C:3]=1[C:23](=[O:30])[C:24]1[CH:29]=[CH:28][CH:27]=[CH:26][CH:25]=1.[Cu](C#N)[C:32]#[N:33].N.C(OCC)(=O)C, predict the reaction product. The product is: [NH2:1][C:2]1[N:6]([C:7]2[CH:8]=[C:9]([CH:16]=[CH:17][C:18]=2[CH3:19])[C:10]([NH:12][CH:13]2[CH2:15][CH2:14]2)=[O:11])[N:5]=[CH:4][C:3]=1[C:23](=[O:30])[C:24]1[CH:25]=[CH:26][CH:27]=[C:28]([C:32]#[N:33])[CH:29]=1. (6) Given the reactants N.Cl.C[NH:4]C.[O:6]=[C:7]1[C:15]2([CH2:19][O:18][C:17]3[CH:20]=[C:21]4[C:25](=[CH:26][C:16]2=3)[CH2:24][CH2:23][O:22]4)[C:14]2[C:9](=[CH:10][CH:11]=[CH:12][CH:13]=2)[N:8]1[CH2:27][C:28]1[O:29][CH:30]=[C:31]([C:33](O)=[O:34])[N:32]=1.O=C1C2(COC3C=C4C(=CC2=3)CCO4)C2C(=CC=CC=2)N1CC1OC(C(O)=O)=CC=1, predict the reaction product. The product is: [O:6]=[C:7]1[C:15]2([CH2:19][O:18][C:17]3[CH:20]=[C:21]4[C:25](=[CH:26][C:16]2=3)[CH2:24][CH2:23][O:22]4)[C:14]2[C:9](=[CH:10][CH:11]=[CH:12][CH:13]=2)[N:8]1[CH2:27][C:28]1[O:29][CH:30]=[C:31]([C:33]([NH2:4])=[O:34])[N:32]=1. (7) Given the reactants [C:1]([C:4]1[S:8][C:7]([C:9]2[N:10]=[C:11]([O:18][C:19]3[CH:24]=[CH:23][C:22]([CH2:25][C:26]([OH:28])=[O:27])=[CH:21][CH:20]=3)[C:12]3[CH2:17][CH2:16][CH2:15][C:13]=3[N:14]=2)=[CH:6][CH:5]=1)(=O)[NH2:2].S(Cl)(Cl)=O.[Cl-].[Na+].C1COCC1, predict the reaction product. The product is: [C:1]([C:4]1[S:8][C:7]([C:9]2[N:10]=[C:11]([O:18][C:19]3[CH:20]=[CH:21][C:22]([CH2:25][C:26]([OH:28])=[O:27])=[CH:23][CH:24]=3)[C:12]3[CH2:17][CH2:16][CH2:15][C:13]=3[N:14]=2)=[CH:6][CH:5]=1)#[N:2].